From a dataset of Reaction yield outcomes from USPTO patents with 853,638 reactions. Predict the reaction yield, written as a fraction of the theoretical maximum amount of product (1.0 means a 100% yield; for example, 0.34 means a 34% yield). (1) No catalyst specified. The product is [Cl:1][C:2]1[CH:3]=[C:4]([NH:9][C:10]2[CH:19]=[CH:13][N:12]=[CH:17][N:11]=2)[C:5](=[O:8])[N:6]([CH3:21])[N:7]=1. The reactants are [Cl:1][C:2]1[CH:3]=[C:4]([NH:9][C:10]2[CH:19]=[C:13]3CN(C)C[CH2:17][N:12]3[N:11]=2)[C:5](=[O:8])[NH:6][N:7]=1.N[C:21]1N=CC=CN=1.BrC1C(=O)N(C)N=C(Cl)C=1. The yield is 0.690. (2) The product is [CH3:1][N:2]([CH3:13])[CH2:3][CH2:4][N:5]1[C:6]2[CH:11]=[CH:10][CH:9]=[CH:8][C:7]=2[NH:12][C:17]1=[O:18]. No catalyst specified. The yield is 0.850. The reactants are [CH3:1][N:2]([CH3:13])[CH2:3][CH2:4][NH:5][C:6]1[C:7]([NH2:12])=[CH:8][CH:9]=[CH:10][CH:11]=1.CN([CH:17]=[O:18])C. (3) The reactants are [Br:1][C:2]1[CH:7]=[CH:6][CH:5]=[C:4]([N+:8]([O-])=O)[C:3]=1[O:11][CH2:12][CH2:13][CH:14](OCC)OCC.C(O)(C(F)(F)F)=O.C([SiH](CC)CC)C. The catalyst is CC(O)=O.[Zn]. The product is [Br:1][C:2]1[C:3]2[O:11][CH2:12][CH2:13][CH2:14][NH:8][C:4]=2[CH:5]=[CH:6][CH:7]=1. The yield is 0.530. (4) The reactants are [S:1]1[CH:5]=[CH:4][C:3]2[CH:6]=[C:7]([C:10]3[C:15]([CH:16]([CH2:21][CH2:22][CH3:23])[C:17]([O:19]C)=[O:18])=[C:14]([CH3:24])[N:13]=[C:12]([C:25]4[CH:30]=[CH:29][CH:28]=[CH:27][CH:26]=4)[N:11]=3)[CH:8]=[CH:9][C:2]1=2.[OH-].[Na+]. The product is [S:1]1[CH:5]=[CH:4][C:3]2[CH:6]=[C:7]([C:10]3[C:15]([CH:16]([CH2:21][CH2:22][CH3:23])[C:17]([OH:19])=[O:18])=[C:14]([CH3:24])[N:13]=[C:12]([C:25]4[CH:26]=[CH:27][CH:28]=[CH:29][CH:30]=4)[N:11]=3)[CH:8]=[CH:9][C:2]1=2. The catalyst is CO. The yield is 0.790. (5) The reactants are [S:1]1[CH:5]=[CH:4][CH:3]=[C:2]1[CH2:6][C:7]#[N:8].C1C(=O)N([Br:16])C(=O)C1.O. The catalyst is CN(C=O)C. The product is [Br:16][C:5]1[S:1][C:2]([CH2:6][C:7]#[N:8])=[CH:3][CH:4]=1. The yield is 0.600. (6) The reactants are [OH:1][C:2]1[CH:9]=[CH:8][C:5]([CH:6]=[O:7])=[C:4]([O:10][CH3:11])[CH:3]=1.C(=O)([O-])[O-].[K+].[K+].I[CH2:19][CH3:20]. The catalyst is CC(C)=O. The product is [CH2:19]([O:1][C:2]1[CH:9]=[CH:8][C:5]([CH:6]=[O:7])=[C:4]([O:10][CH3:11])[CH:3]=1)[CH3:20]. The yield is 0.800.